The task is: Predict which catalyst facilitates the given reaction.. This data is from Catalyst prediction with 721,799 reactions and 888 catalyst types from USPTO. (1) Reactant: [CH3:1][C:2]([C:5]1[CH:9]=[C:8]([C:10]([OH:12])=O)[N:7]([CH2:13][CH3:14])[N:6]=1)([CH3:4])[CH3:3].CCCP1(OP(CCC)(=O)OP(CCC)(=O)O1)=O.[NH2:33][C:34]1[CH:35]=[CH:36][C:37]([F:45])=[C:38]([CH:44]=1)[C:39]([N:41]([CH3:43])[CH3:42])=[O:40]. Product: [CH3:42][N:41]([CH3:43])[C:39]([C:38]1[CH:44]=[C:34]([NH:33][C:10]([C:8]2[N:7]([CH2:13][CH3:14])[N:6]=[C:5]([C:2]([CH3:1])([CH3:3])[CH3:4])[CH:9]=2)=[O:12])[CH:35]=[CH:36][C:37]=1[F:45])=[O:40]. The catalyst class is: 119. (2) Reactant: [CH3:1][O:2][C:3](=[O:11])[C:4]1[CH:9]=[CH:8][C:7]([OH:10])=[N:6][CH:5]=1.[CH3:12][C:13]1[O:17][N:16]=[C:15]([CH:18]2[CH2:23][CH2:22][O:21][CH2:20][CH2:19]2)[C:14]=1[CH2:24]O.C1(P(C2C=CC=CC=2)C2C=CC=CC=2)C=CC=CC=1.N(C(OC(C)C)=O)=NC(OC(C)C)=O. Product: [CH3:1][O:2][C:3](=[O:11])[C:4]1[CH:9]=[CH:8][C:7]([O:10][CH2:24][C:14]2[C:15]([CH:18]3[CH2:23][CH2:22][O:21][CH2:20][CH2:19]3)=[N:16][O:17][C:13]=2[CH3:12])=[N:6][CH:5]=1. The catalyst class is: 1. (3) Reactant: [C:1]([O:5][C:6](=[O:17])[NH:7][CH:8]1[CH2:13][CH2:12][N:11]([CH2:14][CH2:15][OH:16])[CH2:10][CH2:9]1)([CH3:4])([CH3:3])[CH3:2].C(N(CC)CC)C.[S:25](Cl)([CH3:28])(=[O:27])=[O:26].P([O-])([O-])([O-])=O.[K+].[K+].[K+]. Product: [C:1]([O:5][C:6]([NH:7][CH:8]1[CH2:9][CH2:10][N:11]([CH2:14][CH2:15][O:16][S:25]([CH3:28])(=[O:27])=[O:26])[CH2:12][CH2:13]1)=[O:17])([CH3:4])([CH3:2])[CH3:3]. The catalyst class is: 2. (4) Reactant: [C:1]([C:5]1[CH:10]=[CH:9][C:8]([S:11]([NH:14][C:15]2[CH:20]=[CH:19][C:18]([Cl:21])=[CH:17][C:16]=2[N:22]2[CH:26]=[C:25]([CH2:27][OH:28])[CH:24]=[N:23]2)(=[O:13])=[O:12])=[CH:7][CH:6]=1)([CH3:4])([CH3:3])[CH3:2].CC(OI1(OC(C)=O)(OC(C)=O)OC(=O)C2C=CC=CC1=2)=O.[O-]S([O-])(=S)=O.[Na+].[Na+].C([O-])(O)=O.[Na+]. Product: [C:1]([C:5]1[CH:6]=[CH:7][C:8]([S:11]([NH:14][C:15]2[CH:20]=[CH:19][C:18]([Cl:21])=[CH:17][C:16]=2[N:22]2[CH:26]=[C:25]([CH:27]=[O:28])[CH:24]=[N:23]2)(=[O:13])=[O:12])=[CH:9][CH:10]=1)([CH3:4])([CH3:2])[CH3:3]. The catalyst class is: 2. (5) Reactant: [CH2:1]([Li])[CH2:2][CH2:3][CH3:4].[I-:6].C[P+](C1C=CC=CC=1)(C1C=CC=CC=1)C1C=CC=CC=1.II.C[Si](C)(C)[N-][Si](C)(C)C.[Na+].[CH3:39][O:40][C:41]1[CH:46]=[CH:45][C:44]([CH2:47][O:48][CH2:49][C@H:50]([CH3:64])[C@H:51]([O:56][Si:57]([C:60]([CH3:63])([CH3:62])[CH3:61])([CH3:59])[CH3:58])[C@@H](C)C=O)=[CH:43][CH:42]=1. Product: [I:6][CH:1]=[CH:2][C@H:3]([CH3:4])[C@H:51]([O:56][Si:57]([C:60]([CH3:63])([CH3:62])[CH3:61])([CH3:59])[CH3:58])[C@@H:50]([CH3:64])[CH2:49][O:48][CH2:47][C:44]1[CH:45]=[CH:46][C:41]([O:40][CH3:39])=[CH:42][CH:43]=1. The catalyst class is: 83. (6) Reactant: [H-].[Na+].[Br:3][C:4]1[CH:9]=[CH:8][C:7]([SH:10])=[CH:6][CH:5]=1.S(O[CH2:22][C@@H:23]1[CH2:27][CH2:26][CH2:25][N:24]1[C:28]([O:30][C:31]([CH3:34])([CH3:33])[CH3:32])=[O:29])(C1C=CC(C)=CC=1)(=O)=O. Product: [Br:3][C:4]1[CH:9]=[CH:8][C:7]([S:10][CH2:22][C@@H:23]2[CH2:27][CH2:26][CH2:25][N:24]2[C:28]([O:30][C:31]([CH3:32])([CH3:34])[CH3:33])=[O:29])=[CH:6][CH:5]=1. The catalyst class is: 1. (7) Reactant: Br[CH2:2][C:3](=[O:16])[C:4]([C:7]1[CH:8]=[CH:9][C:10]([F:15])=[C:11]([CH:14]=1)[C:12]#[N:13])([CH3:6])[CH3:5].[N-:17]=[N+:18]=[N-:19].[Na+]. Product: [N:17]([CH2:2][C:3](=[O:16])[C:4]([C:7]1[CH:8]=[CH:9][C:10]([F:15])=[C:11]([CH:14]=1)[C:12]#[N:13])([CH3:6])[CH3:5])=[N+:18]=[N-:19]. The catalyst class is: 18. (8) Reactant: [CH2:1](I)[CH3:2].Cl.[CH:5]12[CH2:14][CH:9]3[CH2:10][CH:11]([CH2:13][CH:7]([CH2:8]3)[CH:6]1[NH:15][C:16](=[O:22])[C@H:17]1[CH2:21][CH2:20][CH2:19][NH:18]1)[CH2:12]2.C(N(CC)CC)C. Product: [CH:5]12[CH2:12][CH:11]3[CH2:10][CH:9]([CH2:8][CH:7]([CH2:13]3)[CH:6]1[NH:15][C:16](=[O:22])[C@H:17]1[CH2:21][CH2:20][CH2:19][N:18]1[CH2:1][CH3:2])[CH2:14]2. The catalyst class is: 44.